From a dataset of Full USPTO retrosynthesis dataset with 1.9M reactions from patents (1976-2016). Predict the reactants needed to synthesize the given product. The reactants are: [NH2:1][C:2]1[CH:6]=[CH:5][S:4][C:3]=1[C:7]([O:9]C)=O.[Cl:11][C:12]1[CH:17]=[CH:16][C:15]([N:18]=[C:19]=[O:20])=[CH:14][CH:13]=1.[OH-].[K+].Cl. Given the product [Cl:11][C:12]1[CH:17]=[CH:16][C:15]([N:18]2[C:7](=[O:9])[C:3]3[S:4][CH:5]=[CH:6][C:2]=3[NH:1][C:19]2=[O:20])=[CH:14][CH:13]=1, predict the reactants needed to synthesize it.